Dataset: Catalyst prediction with 721,799 reactions and 888 catalyst types from USPTO. Task: Predict which catalyst facilitates the given reaction. (1) Reactant: [Li]CCCC.Br[C:7]1[CH:8]=[C:9]2[C:17](=[CH:18][CH:19]=1)[N:16]([CH3:20])[C:15]1[C:14]3[CH:21]=[CH:22][CH:23]=[CH:24][C:13]=3[O:12][CH2:11][C:10]2=1.[C:25](=[O:27])=[O:26]. Product: [CH3:20][N:16]1[C:15]2[C:14]3[CH:21]=[CH:22][CH:23]=[CH:24][C:13]=3[O:12][CH2:11][C:10]=2[C:9]2[C:17]1=[CH:18][CH:19]=[C:7]([C:25]([OH:27])=[O:26])[CH:8]=2. The catalyst class is: 1. (2) Reactant: Br[C:2]1[CH:3]=[C:4]2[C:9](=[CH:10][CH:11]=1)[N:8]=[C:7]([NH2:12])[N:6]=[CH:5]2.[CH3:13][C:14]1[CH:22]=[CH:21][C:17]([C:18]([OH:20])=[O:19])=[CH:16][C:15]=1B1OC(C)(C)C(C)(C)O1.C([O-])([O-])=O.[Na+].[Na+].CC#N. Product: [NH2:12][C:7]1[N:6]=[CH:5][C:4]2[C:9](=[CH:10][CH:11]=[C:2]([C:15]3[CH:16]=[C:17]([CH:21]=[CH:22][C:14]=3[CH3:13])[C:18]([OH:20])=[O:19])[CH:3]=2)[N:8]=1. The catalyst class is: 103. (3) Reactant: Cl[C:2]1[C:11]([NH:12][C:13](=O)[CH2:14][O:15][CH3:16])=[CH:10][C:5]([C:6]([O:8][CH3:9])=[O:7])=[CH:4][N:3]=1.COC1C=CC(P2(SP(C3C=CC(OC)=CC=3)(=S)S2)=[S:27])=CC=1. Product: [CH3:16][O:15][CH2:14][C:13]1[S:27][C:2]2[C:11]([N:12]=1)=[CH:10][C:5]([C:6]([O:8][CH3:9])=[O:7])=[CH:4][N:3]=2. The catalyst class is: 113. (4) Reactant: [Br:1][C:2]1[CH:9]=[CH:8][C:5]([CH:6]=O)=[CH:4][CH:3]=1.[C:10]([O-:13])(=[O:12])[CH3:11].[NH4+:14].C(O)(=O)CC(O)=O. Product: [Br:1][C:2]1[CH:9]=[CH:8][C:5]([CH:6]([CH2:11][C:10]([OH:13])=[O:12])[NH2:14])=[CH:4][CH:3]=1. The catalyst class is: 8.